Dataset: Reaction yield outcomes from USPTO patents with 853,638 reactions. Task: Predict the reaction yield, written as a fraction of the theoretical maximum amount of product (1.0 means a 100% yield; for example, 0.34 means a 34% yield). (1) The reactants are [NH2:1][C:2]([C:4]1[CH:5]=[N:6][C:7]2[C:12]([C:13]=1[NH:14][C:15]1[CH:16]=[C:17]([CH:22]=[C:23]([NH:25][S:26]([C:29]([F:32])([F:31])[F:30])(=[O:28])=[O:27])[CH:24]=1)[C:18]([O:20]C)=[O:19])=[CH:11][CH:10]=[C:9]([C:33]1[C:34]([O:41][CH3:42])=[N:35][C:36]([O:39][CH3:40])=[N:37][CH:38]=1)[CH:8]=2)=[O:3].[OH-].[Na+]. The catalyst is CO. The product is [NH2:1][C:2]([C:4]1[CH:5]=[N:6][C:7]2[C:12]([C:13]=1[NH:14][C:15]1[CH:16]=[C:17]([CH:22]=[C:23]([NH:25][S:26]([C:29]([F:32])([F:30])[F:31])(=[O:28])=[O:27])[CH:24]=1)[C:18]([OH:20])=[O:19])=[CH:11][CH:10]=[C:9]([C:33]1[C:34]([O:41][CH3:42])=[N:35][C:36]([O:39][CH3:40])=[N:37][CH:38]=1)[CH:8]=2)=[O:3]. The yield is 0.687. (2) The reactants are [Cl:1][C:2]1[CH:18]=[CH:17][C:5]([O:6][C:7]2[CH:12]=[CH:11][C:10]([CH2:13][CH2:14][C:15]#[N:16])=[CH:9][CH:8]=2)=[CH:4][C:3]=1[C:19]([F:22])([F:21])[F:20].C(Cl)(C)=O.[NH3:27]. The catalyst is C1(C)C=CC=CC=1.CO. The product is [Cl:1][C:2]1[CH:18]=[CH:17][C:5]([O:6][C:7]2[CH:12]=[CH:11][C:10]([CH2:13][CH2:14][C:15](=[NH:27])[NH2:16])=[CH:9][CH:8]=2)=[CH:4][C:3]=1[C:19]([F:20])([F:21])[F:22]. The yield is 0.730.